This data is from Forward reaction prediction with 1.9M reactions from USPTO patents (1976-2016). The task is: Predict the product of the given reaction. (1) Given the reactants [H-].[Na+].[F:3][C:4]([F:16])([F:15])[O:5][C:6]1[CH:11]=[CH:10][C:9]([C:12](=O)[CH3:13])=[CH:8][CH:7]=1.[CH3:17]S(C)=O, predict the reaction product. The product is: [C:12]([C:9]1[CH:10]=[CH:11][C:6]([O:5][C:4]([F:16])([F:15])[F:3])=[CH:7][CH:8]=1)([CH3:17])=[CH2:13]. (2) The product is: [CH3:1][C@@H:2]([OH:20])[C@H:3]1[C:9](=[O:10])[N:8]2[C@@H:4]1[CH2:5][C:6]([S:14][CH2:15][CH2:16][N:17]=[CH:18][NH2:19])=[C:7]2[C:11]([OH:13])=[O:12].[OH2:10]. Given the reactants [CH3:1][C@@H:2]([OH:20])[C@H:3]1[C:9](=[O:10])[N:8]2[C@@H:4]1[CH2:5][C:6]([S:14][CH2:15][CH2:16][NH:17][CH:18]=[NH:19])=[C:7]2[C:11]([OH:13])=[O:12].Cl, predict the reaction product. (3) The product is: [CH3:1][O:2][C:3]1[CH:26]=[CH:25][C:6]([CH2:7][O:8][C:9]2[C:14](=[O:15])[CH:13]=[CH:12][N:11]([C:16]3[CH:21]=[C:20]([C:28]4[CH:33]=[CH:32][CH:31]=[CH:30][CH:29]=4)[CH:19]=[CH:18][N:17]=3)[CH:10]=2)=[CH:5][CH:4]=1. Given the reactants [CH3:1][O:2][C:3]1[CH:26]=[CH:25][C:6]([CH2:7][O:8][C:9]2[C:14](=[O:15])[CH:13]=[CH:12][N:11]([C:16]3[CH:21]=[C:20](B(O)O)[CH:19]=[CH:18][N:17]=3)[CH:10]=2)=[CH:5][CH:4]=1.I[C:28]1[CH:33]=[CH:32][CH:31]=[CH:30][CH:29]=1.C(=O)([O-])[O-].[Cs+].[Cs+], predict the reaction product. (4) Given the reactants [C:1]([O:5][C:6](=[O:21])[NH:7][C@@H:8]1[CH2:20][C:11]2[NH:12][C:13]3[CH:14]=[CH:15][C:16](Br)=[CH:17][C:18]=3[C:10]=2[CH2:9]1)([CH3:4])([CH3:3])[CH3:2].[CH3:22][N:23](C=O)C, predict the reaction product. The product is: [C:1]([O:5][C:6](=[O:21])[NH:7][C@@H:8]1[CH2:20][C:11]2[NH:12][C:13]3[CH:14]=[CH:15][C:16]([C:22]#[N:23])=[CH:17][C:18]=3[C:10]=2[CH2:9]1)([CH3:4])([CH3:3])[CH3:2]. (5) Given the reactants [C:1]([NH:4][NH:5][C:6](=[O:22])[C:7]1[CH:12]=[CH:11][N:10]=[CH:9][C:8]=1[NH:13][C:14]1[CH:19]=[CH:18][C:17]([I:20])=[CH:16][C:15]=1[F:21])(=O)C.C1(P(C2C=CC=CC=2)C2C=CC=CC=2)C=CC=CC=1.ClC(Cl)(Cl)[C:44]#[N:45], predict the reaction product. The product is: [F:21][C:15]1[CH:16]=[C:17]([I:20])[CH:18]=[CH:19][C:14]=1[NH:13][C:8]1[CH:9]=[N:10][CH:11]=[CH:12][C:7]=1[C:6]1[O:22][C:1]([NH:45][CH3:44])=[N:4][N:5]=1. (6) Given the reactants [C:1]([C:3]([NH:7][C:8](=[O:20])[C:9]1[CH:14]=[CH:13][C:12]([O:15][C:16]([F:19])([F:18])[F:17])=[CH:11][CH:10]=1)([CH3:6])[CH2:4][OH:5])#[N:2].F[C:22]1[CH:23]=[C:24]([CH:27]=[CH:28][C:29]=1[C:30]([F:33])([F:32])[F:31])[C:25]#[N:26].[H-].[Na+], predict the reaction product. The product is: [C:1]([C:3]([NH:7][C:8](=[O:20])[C:9]1[CH:14]=[CH:13][C:12]([O:15][C:16]([F:19])([F:18])[F:17])=[CH:11][CH:10]=1)([CH3:6])[CH2:4][O:5][C:22]1[CH:23]=[C:24]([C:25]#[N:26])[CH:27]=[CH:28][C:29]=1[C:30]([F:31])([F:33])[F:32])#[N:2].